Regression. Given a peptide amino acid sequence and an MHC pseudo amino acid sequence, predict their binding affinity value. This is MHC class I binding data. From a dataset of Peptide-MHC class I binding affinity with 185,985 pairs from IEDB/IMGT. (1) The peptide sequence is ILFLLFVCI. The MHC is HLA-A02:01 with pseudo-sequence HLA-A02:01. The binding affinity (normalized) is 0.201. (2) The peptide sequence is HPNPKGFCDL. The MHC is HLA-B53:01 with pseudo-sequence HLA-B53:01. The binding affinity (normalized) is 0.395. (3) The peptide sequence is RRGWEVLKY. The MHC is HLA-A31:01 with pseudo-sequence HLA-A31:01. The binding affinity (normalized) is 0.141. (4) The peptide sequence is EMSLADYLY. The MHC is HLA-A25:01 with pseudo-sequence HLA-A25:01. The binding affinity (normalized) is 0.0847. (5) The peptide sequence is FAAGLLLRKL. The MHC is HLA-B51:01 with pseudo-sequence HLA-B51:01. The binding affinity (normalized) is 0.134. (6) The peptide sequence is PTPVNIIGRNL. The MHC is HLA-B45:01 with pseudo-sequence HLA-B45:01. The binding affinity (normalized) is 0. (7) The peptide sequence is FLYNRPLSV. The MHC is HLA-A02:01 with pseudo-sequence HLA-A02:01. The binding affinity (normalized) is 0.539.